From a dataset of Catalyst prediction with 721,799 reactions and 888 catalyst types from USPTO. Predict which catalyst facilitates the given reaction. (1) Reactant: [Br:1][C:2]1[C:3]([C:9]#[N:10])=[N:4][CH:5]=[C:6](F)[CH:7]=1.[NH2:11][C@@H:12]1[CH2:17][CH2:16][CH2:15][CH2:14][C@@H:13]1[NH:18][C:19](=[O:25])[O:20][C:21]([CH3:24])([CH3:23])[CH3:22].CCN(C(C)C)C(C)C. Product: [Br:1][C:2]1[CH:7]=[C:6]([NH:11][C@@H:12]2[CH2:17][CH2:16][CH2:15][CH2:14][C@@H:13]2[NH:18][C:19](=[O:25])[O:20][C:21]([CH3:23])([CH3:22])[CH3:24])[CH:5]=[N:4][C:3]=1[C:9]#[N:10]. The catalyst class is: 4. (2) Reactant: [Cl:1][C:2]1[CH:3]=[C:4]([CH:17]=[CH:18][CH:19]=1)[C:5]([C:7]1[CH:16]=[CH:15][C:10]2[N:11]=[CH:12][S:13](=O)[C:9]=2[CH:8]=1)=[O:6].C([O-])([O-])=[O:21].[K+].[K+].Cl[CH2:27][CH2:28][O:29][C:30]1[CH:44]=[CH:43][C:33]([O:34][C:35]([CH3:42])([CH3:41])[C:36]([O:38][CH2:39][CH3:40])=[O:37])=[CH:32][CH:31]=1.[OH-].[Na+]. Product: [Cl:1][C:2]1[CH:3]=[C:4]([CH:17]=[CH:18][CH:19]=1)[C:5]([C:7]1[CH:16]=[CH:15][C:10]2[N:11]([CH2:27][CH2:28][O:29][C:30]3[CH:44]=[CH:43][C:33]([O:34][C:35]([CH3:42])([CH3:41])[C:36]([O:38][CH2:39][CH3:40])=[O:37])=[CH:32][CH:31]=3)[C:12](=[O:21])[S:13][C:9]=2[CH:8]=1)=[O:6]. The catalyst class is: 18.